This data is from Full USPTO retrosynthesis dataset with 1.9M reactions from patents (1976-2016). The task is: Predict the reactants needed to synthesize the given product. (1) The reactants are: Cl[C:2]1[C:3]2[C:10]([C:11]3[CH:16]=[CH:15][C:14]([O:17][C:18]4[CH:23]=[CH:22][CH:21]=[CH:20][CH:19]=4)=[CH:13][CH:12]=3)=[CH:9][N:8]([CH:24]3[CH2:33][CH2:32][C:27]4([O:31][CH2:30][CH2:29][O:28]4)[CH2:26][CH2:25]3)[C:4]=2[N:5]=[CH:6][N:7]=1.[NH3:34]. Given the product [O:17]([C:14]1[CH:13]=[CH:12][C:11]([C:10]2[C:3]3[C:2]([NH2:34])=[N:7][CH:6]=[N:5][C:4]=3[N:8]([CH:24]3[CH2:33][CH2:32][C:27]4([O:28][CH2:29][CH2:30][O:31]4)[CH2:26][CH2:25]3)[CH:9]=2)=[CH:16][CH:15]=1)[C:18]1[CH:19]=[CH:20][CH:21]=[CH:22][CH:23]=1, predict the reactants needed to synthesize it. (2) Given the product [NH:1]([C:28]([O:30][CH2:31][CH:32]1[C:33]2[C:38](=[CH:37][CH:36]=[CH:35][CH:34]=2)[C:39]2[C:44]1=[CH:43][CH:42]=[CH:41][CH:40]=2)=[O:29])[CH2:2][CH2:3][C:4]([NH:6][C@H:7]([C:12]([NH:14][C@H:15]([C:17]([NH:19][C@H:20]([C:25]([O:27][CH2:50][C:51]1[CH:56]=[CH:55][CH:54]=[CH:53][CH:52]=1)=[O:26])[CH2:21][CH:22]([CH3:23])[CH3:24])=[O:18])[CH3:16])=[O:13])[C@H:8]([CH2:10][CH3:11])[CH3:9])=[O:5], predict the reactants needed to synthesize it. The reactants are: [NH:1]([C:28]([O:30][CH2:31][CH:32]1[C:44]2[C:39](=[CH:40][CH:41]=[CH:42][CH:43]=2)[C:38]2[C:33]1=[CH:34][CH:35]=[CH:36][CH:37]=2)=[O:29])[CH2:2][CH2:3][C:4]([NH:6][C@H:7]([C:12]([NH:14][C@H:15]([C:17]([NH:19][C@H:20]([C:25]([OH:27])=[O:26])[CH2:21][CH:22]([CH3:24])[CH3:23])=[O:18])[CH3:16])=[O:13])[C@H:8]([CH2:10][CH3:11])[CH3:9])=[O:5].CN(C=O)C.[CH2:50](Br)[C:51]1[CH:56]=[CH:55][CH:54]=[CH:53][CH:52]=1.C(=O)([O-])[O-].[Cs+].[Cs+]. (3) Given the product [C:1]([O:5][C:6](=[O:34])[NH:7][C:8]1([C:12]2[CH:17]=[CH:16][C:15]([C:18]3[N:19]=[C:20]4[CH:25]=[C:24]([CH:35]5[CH2:37][CH2:36]5)[CH:23]=[CH:22][N:21]4[C:27]=3[C:28]3[CH:33]=[CH:32][CH:31]=[CH:30][CH:29]=3)=[CH:14][CH:13]=2)[CH2:11][CH2:10][CH2:9]1)([CH3:4])([CH3:3])[CH3:2], predict the reactants needed to synthesize it. The reactants are: [C:1]([O:5][C:6](=[O:34])[NH:7][C:8]1([C:12]2[CH:17]=[CH:16][C:15]([C:18]3[N:19]=[C:20]4[CH:25]=[C:24](Br)[CH:23]=[CH:22][N:21]4[C:27]=3[C:28]3[CH:33]=[CH:32][CH:31]=[CH:30][CH:29]=3)=[CH:14][CH:13]=2)[CH2:11][CH2:10][CH2:9]1)([CH3:4])([CH3:3])[CH3:2].[CH:35]1(B(O)O)[CH2:37][CH2:36]1.[O-]P([O-])([O-])=O.[K+].[K+].[K+]. (4) Given the product [CH2:14]([N:11]1[CH2:12][CH2:13][C:8]([C:5]2[CH:6]=[CH:7][C:2]([C:26]([O:27][CH2:28][CH3:29])=[O:30])=[CH:3][CH:4]=2)=[CH:9][CH2:10]1)[C:15]1[CH:20]=[CH:19][CH:18]=[CH:17][CH:16]=1, predict the reactants needed to synthesize it. The reactants are: Br[C:2]1[CH:7]=[CH:6][C:5]([C:8]2[CH2:13][CH2:12][N:11]([CH2:14][C:15]3[CH:20]=[CH:19][CH:18]=[CH:17][CH:16]=3)[CH2:10][CH:9]=2)=[CH:4][CH:3]=1.[Li]CCCC.[C:26](=O)([O:30]CC)[O:27][CH2:28][CH3:29]. (5) Given the product [CH:11]([N:10]1[C:4]2[CH:3]=[C:2]([NH:79][C:77]3[CH:76]=[CH:75][N:74]=[C:73]([N:70]4[CH2:69][CH2:68][CH:67]([O:66][CH3:65])[CH2:72][CH2:71]4)[N:78]=3)[N:7]=[CH:6][C:5]=2[N:8]=[C:9]1[C:14]([N:16]1[CH2:21][CH2:20][N:19]([CH3:22])[CH2:18][CH2:17]1)=[O:15])([CH3:13])[CH3:12], predict the reactants needed to synthesize it. The reactants are: Br[C:2]1[N:7]=[CH:6][C:5]2[N:8]=[C:9]([C:14]([N:16]3[CH2:21][CH2:20][N:19]([CH3:22])[CH2:18][CH2:17]3)=[O:15])[N:10]([CH:11]([CH3:13])[CH3:12])[C:4]=2[CH:3]=1.C1(P(C2C=CC=CC=2)C2C3OC4C(=CC=CC=4P(C4C=CC=CC=4)C4C=CC=CC=4)C(C)(C)C=3C=CC=2)C=CC=CC=1.[CH3:65][O:66][CH:67]1[CH2:72][CH2:71][N:70]([C:73]2[N:78]=[C:77]([NH2:79])[CH:76]=[CH:75][N:74]=2)[CH2:69][CH2:68]1.C(=O)([O-])[O-].[Cs+].[Cs+]. (6) Given the product [CH2:12]([O:14][CH:15]=[CH:16][CH:17]=[C:2]([C:3]([O:5][CH2:6][CH3:7])=[O:4])[C:1]([O:9][CH2:10][CH3:11])=[O:8])[CH3:13], predict the reactants needed to synthesize it. The reactants are: [C:1]([O:9][CH2:10][CH3:11])(=[O:8])[CH2:2][C:3]([O:5][CH2:6][CH3:7])=[O:4].[CH2:12]([O:14][CH:15](OCC)[CH2:16][CH:17](OCC)OCC)[CH3:13].C(OC(=O)C)(=O)C.